This data is from Reaction yield outcomes from USPTO patents with 853,638 reactions. The task is: Predict the reaction yield, written as a fraction of the theoretical maximum amount of product (1.0 means a 100% yield; for example, 0.34 means a 34% yield). The reactants are Br[CH2:2][CH2:3][CH2:4][CH2:5][C:6]#[C:7][C:8]1[CH:13]=[CH:12][CH:11]=[CH:10][N:9]=1.[NH:14]1[C:22]2[C:17](=[CH:18][CH:19]=[CH:20][CH:21]=2)[CH:16]=[N:15]1. The catalyst is C1CCCCC1.CCOC(C)=O. The product is [N:9]1[CH:10]=[CH:11][CH:12]=[CH:13][C:8]=1[C:7]#[C:6][CH2:5][CH2:4][CH2:3][CH2:2][N:15]1[CH:16]=[C:17]2[C:22]([CH:21]=[CH:20][CH:19]=[CH:18]2)=[N:14]1. The yield is 0.0900.